Dataset: Forward reaction prediction with 1.9M reactions from USPTO patents (1976-2016). Task: Predict the product of the given reaction. (1) Given the reactants [CH:1]([NH2:4])([CH3:3])[CH3:2].C(N(CC)C(C)C)(C)C.[Cl:14][C:15]1[N:20]=[C:19](Cl)[C:18]([N+:22]([O-:24])=[O:23])=[CH:17][N:16]=1, predict the reaction product. The product is: [Cl:14][C:15]1[N:20]=[C:19]([NH:4][CH:1]([CH3:3])[CH3:2])[C:18]([N+:22]([O-:24])=[O:23])=[CH:17][N:16]=1. (2) The product is: [CH3:2][C:3]1[CH:8]=[C:7]([C:9]2[O:13][N:12]=[C:11]([C:14]3[CH:15]=[CH:16][C:17]([CH:20]([NH:22][C@H:34]([C:35]([O:37][CH3:38])=[O:36])[CH3:39])[CH3:21])=[CH:18][CH:19]=3)[N:10]=2)[CH:6]=[CH:5][C:4]=1[C:23]1[CH:28]=[CH:27][CH:26]=[CH:25][C:24]=1[C:29]([F:32])([F:31])[F:30].[CH3:2][C:3]1[CH:8]=[C:7]([C:9]2[O:13][N:12]=[C:11]([C:14]3[CH:15]=[CH:16][C:17]([C@@H:20]([NH:22][C@@H:34]([C:35]([O:37][CH3:38])=[O:36])[CH3:39])[CH3:21])=[CH:18][CH:19]=3)[N:10]=2)[CH:6]=[CH:5][C:4]=1[C:23]1[CH:28]=[CH:27][CH:26]=[CH:25][C:24]=1[C:29]([F:32])([F:31])[F:30].[CH3:2][C:3]1[CH:8]=[C:7]([C:9]2[O:13][N:12]=[C:11]([C:14]3[CH:15]=[CH:16][C:17]([C@H:20]([NH:22][C@H:34]([C:35]([O:37][CH3:38])=[O:36])[CH3:39])[CH3:21])=[CH:18][CH:19]=3)[N:10]=2)[CH:6]=[CH:5][C:4]=1[C:23]1[CH:28]=[CH:27][CH:26]=[CH:25][C:24]=1[C:29]([F:32])([F:31])[F:30].[CH3:2][C:3]1[CH:8]=[C:7]([C:9]2[O:13][N:12]=[C:11]([C:14]3[CH:15]=[CH:16][C:17]([C@H:20]([NH:22][C@@H:34]([C:35]([O:37][CH3:38])=[O:36])[CH3:39])[CH3:21])=[CH:18][CH:19]=3)[N:10]=2)[CH:6]=[CH:5][C:4]=1[C:23]1[CH:28]=[CH:27][CH:26]=[CH:25][C:24]=1[C:29]([F:32])([F:31])[F:30]. Given the reactants Cl.[CH3:2][C:3]1[CH:8]=[C:7]([C:9]2[O:13][N:12]=[C:11]([C:14]3[CH:19]=[CH:18][C:17]([CH:20]([NH2:22])[CH3:21])=[CH:16][CH:15]=3)[N:10]=2)[CH:6]=[CH:5][C:4]=1[C:23]1[CH:28]=[CH:27][CH:26]=[CH:25][C:24]=1[C:29]([F:32])([F:31])[F:30].Br[CH:34]([CH3:39])[C:35]([O:37][CH3:38])=[O:36], predict the reaction product. (3) The product is: [C:2]([N:5]1[CH2:10][CH2:9][CH:8]([NH:11][C:26](=[O:27])[C:25]2[CH:29]=[CH:30][C:22]([F:21])=[CH:23][CH:24]=2)[CH2:7][CH2:6]1)(=[O:4])[CH3:3]. Given the reactants Cl.[C:2]([N:5]1[CH2:10][CH2:9][CH:8]([NH2:11])[CH2:7][CH2:6]1)(=[O:4])[CH3:3].C(N(C(C)C)CC)(C)C.[F:21][C:22]1[CH:30]=[CH:29][C:25]([C:26](Cl)=[O:27])=[CH:24][CH:23]=1, predict the reaction product. (4) Given the reactants C(N(CC)CC)C.[NH2:8][C:9]1[CH:14]=[C:13]([O:15][Si:16]([CH:23]([CH3:25])[CH3:24])([CH:20]([CH3:22])[CH3:21])[CH:17]([CH3:19])[CH3:18])[C:12]([O:26][CH3:27])=[CH:11][C:10]=1[C:28]([N:30]1[CH:34]=[C:33](/[CH:35]=[CH:36]/[CH3:37])[CH2:32][C@H:31]1[CH2:38][O:39][Si:40]([C:43]([CH3:46])([CH3:45])[CH3:44])([CH3:42])[CH3:41])=[O:29].Cl[C:48](Cl)([O:50]C(=O)OC(Cl)(Cl)Cl)Cl.[N-]=C=O.[OH:62][CH2:63][C:64]1[CH:69]=[CH:68][C:67]([NH:70][C:71](=[O:88])[C@@H:72]([NH:74][C:75](=[O:87])[C@@H:76]([NH:80][C:81](=[O:86])[O:82][CH2:83][CH:84]=[CH2:85])[CH:77]([CH3:79])[CH3:78])[CH3:73])=[CH:66][CH:65]=1, predict the reaction product. The product is: [Si:40]([O:39][CH2:38][C@@H:31]1[CH2:32][C:33](/[CH:35]=[CH:36]/[CH3:37])=[CH:34][N:30]1[C:28]([C:10]1[CH:11]=[C:12]([O:26][CH3:27])[C:13]([O:15][Si:16]([CH:20]([CH3:22])[CH3:21])([CH:23]([CH3:24])[CH3:25])[CH:17]([CH3:19])[CH3:18])=[CH:14][C:9]=1[NH:8][C:48]([O:62][CH2:63][C:64]1[CH:65]=[CH:66][C:67]([NH:70][C:71](=[O:88])[C@@H:72]([NH:74][C:75](=[O:87])[C@@H:76]([NH:80][C:81](=[O:86])[O:82][CH2:83][CH:84]=[CH2:85])[CH:77]([CH3:79])[CH3:78])[CH3:73])=[CH:68][CH:69]=1)=[O:50])=[O:29])([C:43]([CH3:46])([CH3:45])[CH3:44])([CH3:41])[CH3:42]. (5) Given the reactants [Cl:1][C:2]1[CH:17]=[CH:16][C:15]([C@H:18]2[C@H:23]([O:24][CH2:25]C3C=CC=CC=3)[C@@H:22]([O:32][CH2:33][C:34]3[CH:39]=[CH:38][CH:37]=[CH:36][CH:35]=3)[C@H:21]([O:40][CH2:41][C:42]3[CH:47]=[CH:46][CH:45]=[CH:44][CH:43]=3)[C@@H:20]([CH2:48][O:49][CH2:50][C:51]3[CH:56]=[CH:55][CH:54]=[CH:53][CH:52]=3)[O:19]2)=[CH:14][C:3]=1[CH2:4][C:5]1[N:10]=[N:9][C:8]([C:11](O)=[O:12])=[CH:7][CH:6]=1.F[C:58](F)(F)[C:59]([OH:61])=O.[NH2:64][CH2:65]C(=O)C.CCN=C=NCCCN(C)C.O.ON1[C:86]2[CH:87]=[CH:88][CH:89]=[CH:90][C:85]=2N=N1.CN1CCOCC1, predict the reaction product. The product is: [Cl:1][C:2]1[CH:17]=[CH:16][C:15]([C@H:18]2[C@H:23]([O:24][CH2:25][C:85]3[CH:90]=[CH:89][CH:88]=[CH:87][CH:86]=3)[C@@H:22]([O:32][CH2:33][C:34]3[CH:39]=[CH:38][CH:37]=[CH:36][CH:35]=3)[C@H:21]([O:40][CH2:41][C:42]3[CH:47]=[CH:46][CH:45]=[CH:44][CH:43]=3)[C@@H:20]([CH2:48][O:49][CH2:50][C:51]3[CH:56]=[CH:55][CH:54]=[CH:53][CH:52]=3)[O:19]2)=[CH:14][C:3]=1[CH2:4][C:5]1[N:10]=[N:9][C:8]([C:11]([NH:64][CH2:65][C:59](=[O:61])[CH3:58])=[O:12])=[CH:7][CH:6]=1.